Predict which catalyst facilitates the given reaction. From a dataset of Catalyst prediction with 721,799 reactions and 888 catalyst types from USPTO. (1) Reactant: [N+:1]([C:4]1[N:9]=[CH:8][C:7]([N:10]2[CH2:15][CH2:14][O:13][CH2:12][CH2:11]2)=[CH:6][CH:5]=1)([O-])=O. Product: [N:10]1([C:7]2[CH:6]=[CH:5][C:4]([NH2:1])=[N:9][CH:8]=2)[CH2:15][CH2:14][O:13][CH2:12][CH2:11]1. The catalyst class is: 446. (2) Reactant: Cl.[CH2:2]([O:9][C:10]([N:12]1[CH2:17][CH:16]=[C:15]([C:18]2[CH:23]=[CH:22][C:21]([C:24](=[O:26])[NH2:25])=[C:20]([NH:27][C:28]3[CH:33]=[CH:32][C:31]([C:34]([N:36]4[CH2:41][CH2:40][NH:39][CH2:38][CH2:37]4)=[O:35])=[CH:30][CH:29]=3)[N:19]=2)[CH2:14][CH2:13]1)=[O:11])[C:3]1[CH:8]=[CH:7][CH:6]=[CH:5][CH:4]=1.[C:42]([O:46][C:47]([NH:49][CH2:50][CH2:51][CH2:52][CH2:53][C:54](O)=[O:55])=[O:48])([CH3:45])([CH3:44])[CH3:43].CN(C)CCCN=C=NCC.C(N(CC)CC)C. Product: [CH2:2]([O:9][C:10]([N:12]1[CH2:13][CH:14]=[C:15]([C:18]2[CH:23]=[CH:22][C:21]([C:24](=[O:26])[NH2:25])=[C:20]([NH:27][C:28]3[CH:29]=[CH:30][C:31]([C:34]([N:36]4[CH2:41][CH2:40][N:39]([C:54](=[O:55])[CH2:53][CH2:52][CH2:51][CH2:50][NH:49][C:47]([O:46][C:42]([CH3:44])([CH3:43])[CH3:45])=[O:48])[CH2:38][CH2:37]4)=[O:35])=[CH:32][CH:33]=3)[N:19]=2)[CH2:16][CH2:17]1)=[O:11])[C:3]1[CH:4]=[CH:5][CH:6]=[CH:7][CH:8]=1. The catalyst class is: 98.